Dataset: Catalyst prediction with 721,799 reactions and 888 catalyst types from USPTO. Task: Predict which catalyst facilitates the given reaction. (1) Reactant: C(O[BH-](OC(=O)C)OC(=O)C)(=O)C.[Na+].[NH2:15][C@H:16]([CH2:24][CH3:25])[C:17]([N:19]1[CH2:23][CH2:22][CH2:21][CH2:20]1)=[O:18].[CH:26]([C:28]1[CH:33]=[CH:32][N:31]=[C:30]2[N:34]([C:41]([O:43][C:44]([CH3:47])([CH3:46])[CH3:45])=[O:42])[CH:35]=[C:36]([C:37]([O:39][CH3:40])=[O:38])[C:29]=12)=O. Product: [O:18]=[C:17]([N:19]1[CH2:23][CH2:22][CH2:21][CH2:20]1)[C@H:16]([NH:15][CH2:26][C:28]1[CH:33]=[CH:32][N:31]=[C:30]2[N:34]([C:41]([O:43][C:44]([CH3:47])([CH3:46])[CH3:45])=[O:42])[CH:35]=[C:36]([C:37]([O:39][CH3:40])=[O:38])[C:29]=12)[CH2:24][CH3:25]. The catalyst class is: 478. (2) Reactant: [CH3:1][O:2][C:3]1[CH:4]=[C:5]([NH:13][C:14](=[O:19])[C:15]([CH3:18])([CH3:17])[CH3:16])[CH:6]=[CH:7][C:8]=1[O:9][CH2:10][O:11][CH3:12].[CH2:20]([Li])CCC.CI.O. Product: [CH3:1][O:2][C:3]1[C:4]([CH3:20])=[C:5]([NH:13][C:14](=[O:19])[C:15]([CH3:16])([CH3:18])[CH3:17])[CH:6]=[CH:7][C:8]=1[O:9][CH2:10][O:11][CH3:12]. The catalyst class is: 7. (3) Reactant: [CH:1](=O)[C:2]1[CH:7]=[CH:6][CH:5]=[CH:4][CH:3]=1.[CH3:9][O:10][C:11]1[CH:12]=[C:13]([CH2:19][CH2:20][NH2:21])[CH:14]=[CH:15][C:16]=1[O:17][CH3:18].[BH4-].[Na+]. Product: [CH2:1]([NH:21][CH2:20][CH2:19][C:13]1[CH:14]=[CH:15][C:16]([O:17][CH3:18])=[C:11]([O:10][CH3:9])[CH:12]=1)[C:2]1[CH:7]=[CH:6][CH:5]=[CH:4][CH:3]=1. The catalyst class is: 5. (4) Reactant: [CH3:1][N:2]([C:10]1[CH:19]=[CH:18][C:17]2[C:16]([CH3:21])([CH3:20])[CH2:15][CH2:14][C:13]([CH3:23])([CH3:22])[C:12]=2[CH:11]=1)[C:3]1[CH:8]=[CH:7][CH:6]=[CH:5][C:4]=1[NH2:9].[CH3:24][O:25][C:26](=[O:36])[C:27]1[CH:35]=[CH:34][C:30]([C:31](O)=O)=[CH:29][CH:28]=1.O=P(Cl)(Cl)Cl. Product: [CH3:24][O:25][C:26](=[O:36])[C:27]1[CH:35]=[CH:34][C:30]([C:31]2[C:19]3=[CH:18][C:17]4[C:16]([CH3:21])([CH3:20])[CH2:15][CH2:14][C:13]([CH3:23])([CH3:22])[C:12]=4[CH:11]=[C:10]3[N:2]([CH3:1])[C:3]3[CH:8]=[CH:7][CH:6]=[CH:5][C:4]=3[N:9]=2)=[CH:29][CH:28]=1. The catalyst class is: 260. (5) Reactant: [CH2:1]([O:8][C:9]1[CH:10]=[C:11]([CH2:29][CH2:30][C:31]([OH:33])=O)[CH:12]=[CH:13][C:14]=1[N:15]1[CH2:19][C:18](=[O:20])[N:17]([CH2:21][CH2:22][Si:23]([CH3:26])([CH3:25])[CH3:24])[S:16]1(=[O:28])=[O:27])[C:2]1[CH:7]=[CH:6][CH:5]=[CH:4][CH:3]=1.CCN=C=NCCCN(C)C.Cl.C1C=NC2N(O)N=NC=2C=1.[CH:56]([NH:59][CH3:60])([CH3:58])[CH3:57]. Product: [CH2:1]([O:8][C:9]1[CH:10]=[C:11]([CH2:29][CH2:30][C:31]([N:59]([CH:56]([CH3:58])[CH3:57])[CH3:60])=[O:33])[CH:12]=[CH:13][C:14]=1[N:15]1[CH2:19][C:18](=[O:20])[N:17]([CH2:21][CH2:22][Si:23]([CH3:24])([CH3:26])[CH3:25])[S:16]1(=[O:28])=[O:27])[C:2]1[CH:7]=[CH:6][CH:5]=[CH:4][CH:3]=1. The catalyst class is: 18. (6) Reactant: [F:1][C:2]1[CH:3]=[C:4]([CH2:8][C:9]([C:11]2[CH:16]=[CH:15][C:14]([O:17][CH3:18])=[CH:13][C:12]=2[OH:19])=[O:10])[CH:5]=[CH:6][CH:7]=1.N1CCCC[CH2:21]1.C(OC(OCC)OCC)C.Cl. Product: [F:1][C:2]1[CH:3]=[C:4]([C:8]2[C:9](=[O:10])[C:11]3[C:12](=[CH:13][C:14]([O:17][CH3:18])=[CH:15][CH:16]=3)[O:19][CH:21]=2)[CH:5]=[CH:6][CH:7]=1. The catalyst class is: 228. (7) Reactant: Cl[C:2]1[NH:7][C:6]2[CH:8]=[C:9]([Cl:11])[S:10][C:5]=2[S:4](=[O:13])(=[O:12])[N:3]=1.[F-:14].[Cs+].O.Cl. Product: [Cl:11][C:9]1[S:10][C:5]2[S:4](=[O:13])(=[O:12])[N:3]=[C:2]([F:14])[NH:7][C:6]=2[CH:8]=1. The catalyst class is: 16. (8) Reactant: [Cl:1][C:2]1[CH:7]=[CH:6][CH:5]=[CH:4][C:3]=1[C@H:8]([O:10][C:11]1[CH:15]=[C:14]([N:16]2[C:20]3[CH:21]=[C:22]([CH2:25][N:26]4[CH2:32][CH2:31][CH2:30][N:29]([CH3:33])[CH2:28][CH2:27]4)[CH:23]=[CH:24][C:19]=3[N:18]=[CH:17]2)[S:13][C:12]=1[C:34]([O:36]C)=O)[CH3:9].[NH3:38]. Product: [Cl:1][C:2]1[CH:7]=[CH:6][CH:5]=[CH:4][C:3]=1[C@H:8]([O:10][C:11]1[CH:15]=[C:14]([N:16]2[C:20]3[CH:21]=[C:22]([CH2:25][N:26]4[CH2:32][CH2:31][CH2:30][N:29]([CH3:33])[CH2:28][CH2:27]4)[CH:23]=[CH:24][C:19]=3[N:18]=[CH:17]2)[S:13][C:12]=1[C:34]([NH2:38])=[O:36])[CH3:9]. The catalyst class is: 5.